This data is from Forward reaction prediction with 1.9M reactions from USPTO patents (1976-2016). The task is: Predict the product of the given reaction. (1) Given the reactants [CH3:1][C:2]1[N:7]=[C:6]([S:8][CH2:9][C:10]2[CH:11]=[C:12]3[C:17](=[CH:18][CH:19]=2)[N:16]=[CH:15][CH:14]=[N:13]3)[N:5]=[C:4]([OH:20])[CH:3]=1.[ClH:21].O1CCOCC1, predict the reaction product. The product is: [ClH:21].[ClH:21].[CH3:1][C:2]1[N:7]=[C:6]([S:8][CH2:9][C:10]2[CH:11]=[C:12]3[C:17](=[CH:18][CH:19]=2)[N:16]=[CH:15][CH:14]=[N:13]3)[N:5]=[C:4]([OH:20])[CH:3]=1. (2) Given the reactants C([O:8][CH2:9][C:10]1([CH2:14][N:15]2[CH:19]=[C:18]([B:20]3[O:24][C:23]([CH3:26])([CH3:25])[C:22]([CH3:28])([CH3:27])[O:21]3)[CH:17]=[N:16]2)[CH2:13][O:12][CH2:11]1)C1C=CC=CC=1.C(OP(CC1C=CC(NC2N=C(NC3C=CC(C4C=C(C(OC)=O)N(CCCO)C=4)=NC=3C(=O)NC)C(C(F)(F)F)=CN=2)=C(OC)C=1)(O)=O)C, predict the reaction product. The product is: [CH3:27][C:22]1([CH3:28])[C:23]([CH3:25])([CH3:26])[O:24][B:20]([C:18]2[CH:17]=[N:16][N:15]([CH2:14][C:10]3([CH2:9][OH:8])[CH2:11][O:12][CH2:13]3)[CH:19]=2)[O:21]1. (3) Given the reactants [H-].[Na+].[CH3:3][O:4][C:5]1[CH:12]=[CH:11][C:8]([CH2:9]Cl)=[CH:7][CH:6]=1.[OH2:13], predict the reaction product. The product is: [CH3:3][O:4][C:5]1[CH:12]=[CH:11][C:8]([CH2:9][O:13][CH2:9][CH2:8][CH2:7][CH2:6][CH2:5][OH:4])=[CH:7][CH:6]=1.